Predict the product of the given reaction. From a dataset of Forward reaction prediction with 1.9M reactions from USPTO patents (1976-2016). (1) The product is: [CH2:1]([O:8][C@@H:9]1[C@@H:14]([O:15][CH2:16][C:17]2[CH:18]=[CH:19][CH:20]=[CH:21][CH:22]=2)[C@H:13]([O:23][CH2:24][C:25]2[CH:30]=[CH:29][CH:28]=[CH:27][CH:26]=2)[C@@H:12]([CH2:31][O:32][CH2:33][C:34]2[CH:39]=[CH:38][CH:37]=[CH:36][CH:35]=2)[O:11][C@:10]21[C:48]1[C:43](=[CH:44][C:45]([Cl:58])=[C:46]([CH2:49][C:50]3[CH:55]=[CH:54][C:53]([CH2:56][CH3:57])=[CH:52][CH:51]=3)[CH:47]=1)[O:42][CH:41]([CH3:60])[CH2:40]2)[C:2]1[CH:7]=[CH:6][CH:5]=[CH:4][CH:3]=1. Given the reactants [CH2:1]([O:8][C@@H:9]1[C@@H:14]([O:15][CH2:16][C:17]2[CH:22]=[CH:21][CH:20]=[CH:19][CH:18]=2)[C@H:13]([O:23][CH2:24][C:25]2[CH:30]=[CH:29][CH:28]=[CH:27][CH:26]=2)[C@@H:12]([CH2:31][O:32][CH2:33][C:34]2[CH:39]=[CH:38][CH:37]=[CH:36][CH:35]=2)[O:11][C@:10]21[C:48]1[C:43](=[CH:44][C:45]([Cl:58])=[C:46]([CH2:49][C:50]3[CH:55]=[CH:54][C:53]([CH2:56][CH3:57])=[CH:52][CH:51]=3)[CH:47]=1)[O:42][C:41]([CH3:60])(O)[CH2:40]2)[C:2]1[CH:7]=[CH:6][CH:5]=[CH:4][CH:3]=1.FC1C(B(C2C(F)=C(F)C(F)=C(F)C=2F)C2C(F)=C(F)C(F)=C(F)C=2F)=C(F)C(F)=C(F)C=1F.C([SiH3])CCC.CCOC(C)=O, predict the reaction product. (2) Given the reactants [Br:1][C:2]1[C:7]([O:8][CH3:9])=[CH:6][C:5]([CH2:10][OH:11])=[CH:4][C:3]=1[O:12][CH3:13].O1CCC[CH2:15]1.C[Li].[Cl-].[NH4+], predict the reaction product. The product is: [Br:1][C:2]1[C:7]([O:8][CH3:9])=[CH:6][C:5]([CH:10]([OH:11])[CH3:15])=[CH:4][C:3]=1[O:12][CH3:13].